Task: Predict the reactants needed to synthesize the given product.. Dataset: Full USPTO retrosynthesis dataset with 1.9M reactions from patents (1976-2016) (1) The reactants are: [Cl:1][C:2]1[CH:7]=[CH:6][CH:5]=[CH:4][C:3]=1[C:8]1[C:9](=[O:24])[N:10]([C:18]2[CH:23]=[CH:22][CH:21]=[CH:20][CH:19]=2)[CH:11]=[C:12]([C:14](OC)=[O:15])[CH:13]=1.BrC1C(=O)N(C2C=CC=CC=2)C=C(C(OC)=O)C=1.ClC1C=CC=CC=1B(O)O.[H-].[Al+3].[H-].[H-].Cl.C(=O)([O-])O.[Na+]. Given the product [Cl:1][C:2]1[CH:7]=[CH:6][CH:5]=[CH:4][C:3]=1[C:8]1[C:9](=[O:24])[N:10]([C:18]2[CH:19]=[CH:20][CH:21]=[CH:22][CH:23]=2)[CH:11]=[C:12]([CH2:14][OH:15])[CH:13]=1, predict the reactants needed to synthesize it. (2) Given the product [OH:14][CH2:13][CH2:12][C:6]1[CH:5]=[C:4]2[C:9]([CH:10]=[CH:11][C:2]([CH:1]=[O:15])=[N:3]2)=[CH:8][CH:7]=1, predict the reactants needed to synthesize it. The reactants are: [CH3:1][C:2]1[CH:11]=[CH:10][C:9]2[C:4](=[CH:5][C:6]([CH2:12][CH2:13][OH:14])=[CH:7][CH:8]=2)[N:3]=1.[O:15]1CCOCC1. (3) Given the product [NH2:3][C:17]([O:21][CH2:22][CH3:23])=[O:20].[C:17]([O-:21])(=[O:20])[CH:18]=[CH2:19], predict the reactants needed to synthesize it. The reactants are: O=C=[N:3]C1CC(C)(C)CC(C)(CN=C=O)C1.[C:17]([O:21][CH2:22][CH2:23]O)(=[O:20])[CH:18]=[CH2:19].[N-]=C=O.